From a dataset of Forward reaction prediction with 1.9M reactions from USPTO patents (1976-2016). Predict the product of the given reaction. (1) Given the reactants [CH2:1]([O:3][C:4]1[CH:9]=[CH:8][C:7]([S:10]([N:13]2[CH2:18][CH2:17][N:16]([CH2:19][CH3:20])[CH2:15][CH2:14]2)(=[O:12])=[O:11])=[CH:6][C:5]=1[C:21]1[NH:26][C:25](=[O:27])[C:24]([CH:28]([NH:30][C:31](=O)[CH2:32][CH2:33][CH3:34])[CH3:29])=[N:23][N:22]=1)[CH3:2].P(Cl)(Cl)(Cl)=O.[OH-].[Na+], predict the reaction product. The product is: [CH3:34][CH2:33][CH2:32][C:31]1[N:23]2[NH:22][C:21]([C:5]3[CH:6]=[C:7]([S:10]([N:13]4[CH2:14][CH2:15][N:16]([CH2:19][CH3:20])[CH2:17][CH2:18]4)(=[O:12])=[O:11])[CH:8]=[CH:9][C:4]=3[O:3][CH2:1][CH3:2])=[N:26][C:25](=[O:27])[C:24]2=[C:28]([CH3:29])[N:30]=1. (2) Given the reactants [C:1](/[CH:3]=[CH:4]/[C@H:5]([NH:13][S:14]([C:17]1[CH:22]=[CH:21][CH:20]=[CH:19][C:18]=1[O:23][C:24]([F:27])([F:26])[F:25])(=[O:16])=[O:15])[CH2:6][C:7]1[CH:12]=[CH:11][CH:10]=[CH:9][CH:8]=1)#[N:2].Br[CH2:29][C:30]([O:32][CH2:33][CH3:34])=[O:31].C([O-])([O-])=O.[K+].[K+].O, predict the reaction product. The product is: [C:1](/[CH:3]=[CH:4]/[C@H:5]([N:13]([CH2:29][C:30]([O:32][CH2:33][CH3:34])=[O:31])[S:14]([C:17]1[CH:22]=[CH:21][CH:20]=[CH:19][C:18]=1[O:23][C:24]([F:25])([F:26])[F:27])(=[O:15])=[O:16])[CH2:6][C:7]1[CH:12]=[CH:11][CH:10]=[CH:9][CH:8]=1)#[N:2]. (3) Given the reactants CS(Cl)(=O)=O.[Br:6][C:7]1[CH:8]=[CH:9][C:10]([C:13]#[C:14][CH2:15][CH2:16][C:17]2[CH:22]=[CH:21][C:20]([CH2:23]O)=[CH:19][CH:18]=2)=[N:11][CH:12]=1.C(N(C(C)C)C(C)C)C.[NH:34]1[CH2:39][CH2:38][O:37][CH2:36][CH2:35]1, predict the reaction product. The product is: [Br:6][C:7]1[CH:8]=[CH:9][C:10]([C:13]#[C:14][CH2:15][CH2:16][C:17]2[CH:18]=[CH:19][C:20]([CH2:23][N:34]3[CH2:39][CH2:38][O:37][CH2:36][CH2:35]3)=[CH:21][CH:22]=2)=[N:11][CH:12]=1. (4) Given the reactants [OH:1][CH2:2][CH2:3][C@H:4]1[C:9]2[CH:10]=[CH:11][C:12]([C:14]([NH2:16])=[O:15])=[CH:13][C:8]=2[CH2:7][CH2:6][O:5]1.C(N(CC)CC)C.[CH3:24][S:25](Cl)(=[O:27])=[O:26], predict the reaction product. The product is: [CH3:24][S:25]([O:1][CH2:2][CH2:3][C@H:4]1[C:9]2[CH:10]=[CH:11][C:12]([C:14]([NH2:16])=[O:15])=[CH:13][C:8]=2[CH2:7][CH2:6][O:5]1)(=[O:27])=[O:26]. (5) Given the reactants [Br:1][C:2]1[CH:3]=[C:4]2[C:8](=[CH:9][CH:10]=1)[C:7]1([C:14](=[O:15])[NH:13][C:12](=[O:16])[NH:11]1)[CH2:6][CH2:5]2.[O-:17][Mn](=O)(=O)=O.[K+], predict the reaction product. The product is: [Br:1][C:2]1[CH:3]=[C:4]2[C:8](=[CH:9][CH:10]=1)[C:7]1([C:14](=[O:15])[NH:13][C:12](=[O:16])[NH:11]1)[CH2:6][C:5]2=[O:17]. (6) Given the reactants [NH2:1][CH2:2][C:3]1[CH:8]=[CH:7][C:6]([N:9]2[CH2:13][CH:12]([CH2:14][NH:15][C:16]([C:18]3[S:19][C:20]([Cl:23])=[CH:21][CH:22]=3)=[O:17])[O:11][C:10]2=[O:24])=[CH:5][CH:4]=1.N1C=CC=CC=1.[C:31](OC(=O)C)(=[O:33])[CH3:32].CCOCC, predict the reaction product. The product is: [C:31]([NH:1][CH2:2][C:3]1[CH:8]=[CH:7][C:6]([N:9]2[CH2:13][CH:12]([CH2:14][NH:15][C:16]([C:18]3[S:19][C:20]([Cl:23])=[CH:21][CH:22]=3)=[O:17])[O:11][C:10]2=[O:24])=[CH:5][CH:4]=1)(=[O:33])[CH3:32]. (7) The product is: [OH:10][CH2:9][C:8]1[CH:11]=[C:4]([CH:5]=[CH:6][C:7]=1[O:12][CH2:13][CH2:14][CH3:15])[NH2:1]. Given the reactants [N+:1]([C:4]1[CH:5]=[CH:6][C:7]([O:12][CH2:13][CH2:14][CH3:15])=[C:8]([CH:11]=1)[CH2:9][OH:10])([O-])=O.OCC1C=C(C=CC=1OC)N, predict the reaction product.